Dataset: Full USPTO retrosynthesis dataset with 1.9M reactions from patents (1976-2016). Task: Predict the reactants needed to synthesize the given product. (1) Given the product [NH2:33][C:30]1[CH:29]=[CH:28][C:27]([CH2:26][NH:25][C:23](=[O:24])[NH:22][CH:16]([CH2:15][C:11]2[CH:12]=[CH:13][CH:14]=[C:9]([O:8][CH2:1][C:2]3[CH:3]=[CH:4][CH:5]=[CH:6][CH:7]=3)[CH:10]=2)[C:17]([O:19][CH2:20][CH3:21])=[O:18])=[CH:32][CH:31]=1, predict the reactants needed to synthesize it. The reactants are: [CH2:1]([O:8][C:9]1[CH:10]=[C:11]([CH2:15][CH:16]([NH:22][C:23]([NH:25][CH2:26][C:27]2[CH:32]=[CH:31][C:30]([NH:33]C(OC(C)(C)C)=O)=[CH:29][CH:28]=2)=[O:24])[C:17]([O:19][CH2:20][CH3:21])=[O:18])[CH:12]=[CH:13][CH:14]=1)[C:2]1[CH:7]=[CH:6][CH:5]=[CH:4][CH:3]=1.C(O)(C(F)(F)F)=O. (2) Given the product [F:22][C:16]1[CH:17]=[CH:18][C:19]([CH3:21])=[CH:20][C:15]=1[CH2:14][CH2:13][O:12][C:6]1[CH:5]=[C:4]([CH:9]=[CH:8][C:7]=1[O:10][CH3:11])[C:3]([OH:23])=[O:2], predict the reactants needed to synthesize it. The reactants are: C[O:2][C:3](=[O:23])[C:4]1[CH:9]=[CH:8][C:7]([O:10][CH3:11])=[C:6]([O:12][CH2:13][CH2:14][C:15]2[CH:20]=[C:19]([CH3:21])[CH:18]=[CH:17][C:16]=2[F:22])[CH:5]=1.[OH-].[Li+].